This data is from Reaction yield outcomes from USPTO patents with 853,638 reactions. The task is: Predict the reaction yield, written as a fraction of the theoretical maximum amount of product (1.0 means a 100% yield; for example, 0.34 means a 34% yield). (1) The reactants are [NH2:1][C:2]1[C:3]([NH:12][CH2:13][CH:14]2[CH2:16][CH2:15]2)=[N:4][CH:5]=[C:6]([CH:11]=1)[C:7]([O:9][CH3:10])=[O:8].CCN(C(C)C)C(C)C.[CH2:26]([O:28][C:29]1[CH:34]=[CH:33][C:32]([CH2:35][C:36](O)=O)=[CH:31][CH:30]=1)[CH3:27].CN(C(ON1N=NC2C=CC=NC1=2)=[N+](C)C)C.F[P-](F)(F)(F)(F)F. The catalyst is CN(C=O)C. The product is [CH:14]1([CH2:13][N:12]2[C:3]3=[N:4][CH:5]=[C:6]([C:7]([O:9][CH3:10])=[O:8])[CH:11]=[C:2]3[N:1]=[C:36]2[CH2:35][C:32]2[CH:33]=[CH:34][C:29]([O:28][CH2:26][CH3:27])=[CH:30][CH:31]=2)[CH2:16][CH2:15]1. The yield is 0.340. (2) The reactants are [C:1]([C:5]1[CH:10]=[CH:9][CH:8]=[CH:7][C:6]=1[NH2:11])([CH3:4])([CH3:3])[CH3:2].[N+:12]([O-])([O-:14])=[O:13].[K+]. The catalyst is S(=O)(=O)(O)O. The product is [C:1]([C:5]1[CH:10]=[CH:9][C:8]([N+:12]([O-:14])=[O:13])=[CH:7][C:6]=1[NH2:11])([CH3:4])([CH3:2])[CH3:3]. The yield is 0.640. (3) The reactants are [Br:1][C:2]1[C:10]2[C:5](=[CH:6][CH:7]=[CH:8][C:9]=2[N+:11]([O-:13])=[O:12])[NH:4][N:3]=1.C(=O)([O-])[O-].[K+].[K+].Cl.Cl[CH2:22][C:23]1[CH:28]=[CH:27][CH:26]=[C:25]([O:29][CH2:30][CH3:31])[N:24]=1. The catalyst is CN(C=O)C. The product is [Br:1][C:2]1[C:10]2[C:5](=[CH:6][CH:7]=[CH:8][C:9]=2[N+:11]([O-:13])=[O:12])[N:4]([CH2:22][C:23]2[CH:28]=[CH:27][CH:26]=[C:25]([O:29][CH2:30][CH3:31])[N:24]=2)[N:3]=1. The yield is 0.520. (4) The catalyst is CN(C=O)C. The reactants are Cl.Cl[CH2:3][C:4]1[N:5]=[C:6]([CH2:9][N:10]2[CH2:15][CH2:14][N:13]([CH3:16])[CH2:12][CH2:11]2)[S:7][CH:8]=1.[Cl:17][C:18]1[CH:19]=[C:20]([NH:25][C:26]2[C:35]3[C:30](=[CH:31][C:32]([OH:38])=[C:33]([O:36][CH3:37])[CH:34]=3)[N:29]=[CH:28][N:27]=2)[CH:21]=[CH:22][C:23]=1[Cl:24].C(=O)([O-])[O-].[K+].[K+]. The product is [Cl:17][C:18]1[CH:19]=[C:20]([NH:25][C:26]2[C:35]3[C:30](=[CH:31][C:32]([O:38][CH2:3][C:4]4[N:5]=[C:6]([CH2:9][N:10]5[CH2:15][CH2:14][N:13]([CH3:16])[CH2:12][CH2:11]5)[S:7][CH:8]=4)=[C:33]([O:36][CH3:37])[CH:34]=3)[N:29]=[CH:28][N:27]=2)[CH:21]=[CH:22][C:23]=1[Cl:24]. The yield is 0.190. (5) The reactants are [Br:1][C:2]1[CH:3]=[C:4]([C:8]2[CH:24]=[C:11]3[N:12]=[C:13]([CH3:23])[C:14]([CH:17]([OH:22])[C:18]([O:20][CH3:21])=[O:19])=[C:15]([I:16])[N:10]3[N:9]=2)[CH:5]=[CH:6][CH:7]=1.CC(OI1(OC(C)=O)(OC(C)=O)OC(=O)C2C=CC=CC1=2)=O. The catalyst is C(Cl)Cl.C(OCC)(=O)C. The product is [Br:1][C:2]1[CH:3]=[C:4]([C:8]2[CH:24]=[C:11]3[N:12]=[C:13]([CH3:23])[C:14]([C:17](=[O:22])[C:18]([O:20][CH3:21])=[O:19])=[C:15]([I:16])[N:10]3[N:9]=2)[CH:5]=[CH:6][CH:7]=1. The yield is 0.656. (6) The product is [CH:34]([N:30]1[C:29]([C:23]2[N:22]=[C:21]3[N:25]([CH2:26][CH2:27][O:28][C:19]4[CH:18]=[C:17]([C:11]5[CH2:10][CH2:9][NH:8][CH2:13][C:12]=5[C:14]([NH2:15])=[O:16])[CH:38]=[CH:37][C:20]=43)[CH:24]=2)=[N:33][CH:32]=[N:31]1)([CH3:36])[CH3:35]. The reactants are C(OC([N:8]1[CH2:13][C:12]([C:14](=[O:16])[NH2:15])=[C:11]([C:17]2[CH:38]=[CH:37][C:20]3[C:21]4[N:25]([CH2:26][CH2:27][O:28][C:19]=3[CH:18]=2)[CH:24]=[C:23]([C:29]2[N:30]([CH:34]([CH3:36])[CH3:35])[N:31]=[CH:32][N:33]=2)[N:22]=4)[CH2:10][CH2:9]1)=O)(C)(C)C.C(=O)([O-])[O-].C([N+](CC=C)(CC=C)CC=C)C=C.C([N+](CC=C)(CC=C)CC=C)C=C. The catalyst is C(O)(C(F)(F)F)=O.CO.C(Cl)Cl. The yield is 0.820. (7) The reactants are [F:1][C:2]1([F:48])[CH2:7][CH2:6][CH:5]([C:8]2[C:17]3[CH:16]([O:18][CH2:19][C:20]4[CH:25]=[CH:24][C:23]([O:26][CH3:27])=[CH:22][CH:21]=4)[CH2:15][C:14]([CH3:29])([CH3:28])[CH2:13][C:12]=3[N:11]=[C:10]([CH:30]3[CH2:35][CH2:34][NH:33][CH2:32][CH2:31]3)[C:9]=2[CH:36]([F:47])[C:37]2[CH:42]=[CH:41][C:40]([C:43]([F:46])([F:45])[F:44])=[CH:39][CH:38]=2)[CH2:4][CH2:3]1.[Br:49][C:50]1[CH:51]=[N:52][C:53](Cl)=[N:54][CH:55]=1.C1CCN2C(=NCCC2)CC1.O. The catalyst is CN(C)C=O. The product is [Br:49][C:50]1[CH:51]=[N:52][C:53]([N:33]2[CH2:34][CH2:35][CH:30]([C:10]3[C:9]([CH:36]([F:47])[C:37]4[CH:38]=[CH:39][C:40]([C:43]([F:45])([F:46])[F:44])=[CH:41][CH:42]=4)=[C:8]([CH:5]4[CH2:6][CH2:7][C:2]([F:1])([F:48])[CH2:3][CH2:4]4)[C:17]4[CH:16]([O:18][CH2:19][C:20]5[CH:21]=[CH:22][C:23]([O:26][CH3:27])=[CH:24][CH:25]=5)[CH2:15][C:14]([CH3:28])([CH3:29])[CH2:13][C:12]=4[N:11]=3)[CH2:31][CH2:32]2)=[N:54][CH:55]=1. The yield is 0.640. (8) The reactants are [CH2:1]([O:8][C:9]([NH:11][C@H:12]([C:16]1[CH:21]=[CH:20][CH:19]=[CH:18][CH:17]=1)[C:13]([OH:15])=O)=[O:10])[C:2]1[CH:7]=[CH:6][CH:5]=[CH:4][CH:3]=1.Cl.[NH2:23][C@H:24]([C:29]([OH:31])=[O:30])C(C)(C)C.N1[C:37]([CH3:38])=[CH:36]C=CC=1C.[CH3:40]N(C(ON1N=NC2C=CC=CC1=2)=[N+](C)C)C.[B-](F)(F)(F)F. The catalyst is C(Cl)Cl. The product is [CH2:1]([O:8][C:9]([NH:11][C@@H:12]([C:13](=[O:15])[NH:23][CH2:24][C:29]([O:31][C:37]([CH3:36])([CH3:38])[CH3:40])=[O:30])[C:16]1[CH:21]=[CH:20][CH:19]=[CH:18][CH:17]=1)=[O:10])[C:2]1[CH:3]=[CH:4][CH:5]=[CH:6][CH:7]=1. The yield is 0.940. (9) The reactants are [NH2:1][C:2]1[CH:7]=[CH:6][C:5]([S:8][CH2:9][C:10]2[CH:15]=[CH:14][CH:13]=[CH:12][CH:11]=2)=[CH:4][C:3]=1/[CH:16]=[CH:17]/[C:18]([O:20][CH2:21][CH3:22])=[O:19].C(=O)([O-])[O-].[Cs+].[Cs+].COC1CCCC1.Br[C:37]1[C:46]([O:47][CH3:48])=[CH:45][C:44]2[C:39](=[CH:40][CH:41]=[CH:42][CH:43]=2)[CH:38]=1. The catalyst is CCOC(C)=O.C1C=CC(/C=C/C(/C=C/C2C=CC=CC=2)=O)=CC=1.C1C=CC(/C=C/C(/C=C/C2C=CC=CC=2)=O)=CC=1.C1C=CC(/C=C/C(/C=C/C2C=CC=CC=2)=O)=CC=1.[Pd].[Pd].CC1(C)C2C(=C(P(C3C=CC=CC=3)C3C=CC=CC=3)C=CC=2)OC2C(P(C3C=CC=CC=3)C3C=CC=CC=3)=CC=CC1=2. The product is [CH2:9]([S:8][C:5]1[CH:6]=[CH:7][C:2]([NH:1][C:37]2[C:46]([O:47][CH3:48])=[CH:45][C:44]3[C:39](=[CH:40][CH:41]=[CH:42][CH:43]=3)[CH:38]=2)=[C:3](/[CH:16]=[CH:17]/[C:18]([O:20][CH2:21][CH3:22])=[O:19])[CH:4]=1)[C:10]1[CH:15]=[CH:14][CH:13]=[CH:12][CH:11]=1. The yield is 0.900.